From a dataset of Peptide-MHC class II binding affinity with 134,281 pairs from IEDB. Regression. Given a peptide amino acid sequence and an MHC pseudo amino acid sequence, predict their binding affinity value. This is MHC class II binding data. The peptide sequence is KTSLCLVMILPAALA. The MHC is DRB1_0101 with pseudo-sequence DRB1_0101. The binding affinity (normalized) is 0.797.